Dataset: Full USPTO retrosynthesis dataset with 1.9M reactions from patents (1976-2016). Task: Predict the reactants needed to synthesize the given product. (1) Given the product [O:25]1[CH:29]=[CH:28][CH:27]=[C:26]1[C:30]1[CH:38]=[CH:37][C:33]([C:34]([N:4]([CH2:5][C:6]2[CH:22]=[CH:21][CH:20]=[CH:19][C:7]=2[O:8][CH2:9][CH2:10][CH2:11][CH2:12][CH2:13][C:14]([O:16][CH2:17][CH3:18])=[O:15])[CH2:3][C:2]([F:23])([F:24])[F:1])=[O:35])=[CH:32][CH:31]=1, predict the reactants needed to synthesize it. The reactants are: [F:1][C:2]([F:24])([F:23])[CH2:3][NH:4][CH2:5][C:6]1[CH:22]=[CH:21][CH:20]=[CH:19][C:7]=1[O:8][CH2:9][CH2:10][CH2:11][CH2:12][CH2:13][C:14]([O:16][CH2:17][CH3:18])=[O:15].[O:25]1[CH:29]=[CH:28][CH:27]=[C:26]1[C:30]1[CH:38]=[CH:37][C:33]([C:34](Cl)=[O:35])=[CH:32][CH:31]=1.CCN(CC)CC. (2) Given the product [F:1][C:2]([F:7])([F:6])[C:3]([OH:5])=[O:4].[F:8][C:9]1[CH:10]=[CH:11][C:12]([C:15]2[N:16]=[C:17]([NH:20][CH2:21][C:22]([N:25]3[CH2:30][CH2:29][CH2:28][CH2:27][CH2:26]3)=[O:24])[S:18][CH:19]=2)=[CH:13][CH:14]=1, predict the reactants needed to synthesize it. The reactants are: [F:1][C:2]([F:7])([F:6])[C:3]([OH:5])=[O:4].[F:8][C:9]1[CH:14]=[CH:13][C:12]([C:15]2[N:16]=[C:17]([NH:20][CH2:21][C:22]([OH:24])=O)[S:18][CH:19]=2)=[CH:11][CH:10]=1.[NH:25]1[CH2:30][CH2:29][CH2:28][CH2:27][CH2:26]1. (3) Given the product [Cl:1][C:2]1[CH:3]=[C:4]([C:18]([NH:20][C@H:21]([C:23]2[CH:24]=[CH:25][C:26]([C:27]([O:29][CH3:30])=[O:28])=[CH:31][CH:32]=2)[CH3:22])=[O:19])[C:5]([N:8]([CH2:9][C:41]2[CH:40]=[CH:36][CH:35]=[C:34]([F:33])[CH:42]=2)[CH3:17])=[N:6][CH:7]=1, predict the reactants needed to synthesize it. The reactants are: [Cl:1][C:2]1[CH:3]=[C:4]([C:18]([NH:20][C@H:21]([C:23]2[CH:32]=[CH:31][C:26]([C:27]([O:29][CH3:30])=[O:28])=[CH:25][CH:24]=2)[CH3:22])=[O:19])[C:5]([N:8]([CH3:17])[CH2:9]CC2C=CC=CC=2)=[N:6][CH:7]=1.[F:33][C:34]1[CH:35]=[C:36]([CH:40]=[CH:41][CH:42]=1)CCN.